This data is from Forward reaction prediction with 1.9M reactions from USPTO patents (1976-2016). The task is: Predict the product of the given reaction. (1) Given the reactants [N:1]1([C:7]([O:9][C:10]([CH3:13])([CH3:12])[CH3:11])=[O:8])[CH2:6][CH2:5][NH:4][CH2:3][CH2:2]1.Br[C:15]1[CH:20]=[CH:19][C:18]([C:21]([F:24])([F:23])[F:22])=[CH:17][CH:16]=1.C1C=CC(P(C2C(C3C(P(C4C=CC=CC=4)C4C=CC=CC=4)=CC=C4C=3C=CC=C4)=C3C(C=CC=C3)=CC=2)C2C=CC=CC=2)=CC=1.CC([O-])(C)C.[Na+], predict the reaction product. The product is: [F:22][C:21]([F:24])([F:23])[C:18]1[CH:19]=[CH:20][C:15]([N:4]2[CH2:5][CH2:6][N:1]([C:7]([O:9][C:10]([CH3:13])([CH3:12])[CH3:11])=[O:8])[CH2:2][CH2:3]2)=[CH:16][CH:17]=1. (2) The product is: [F:1][C:2]([F:20])([F:21])[C:3]1[CH:4]=[C:5]([NH:13][CH2:14][C:15]([OH:17])=[O:16])[CH:6]=[C:7]([C:9]([F:12])([F:11])[F:10])[CH:8]=1. Given the reactants [F:1][C:2]([F:21])([F:20])[C:3]1[CH:4]=[C:5]([NH:13][CH2:14][C:15]([O:17]CC)=[O:16])[CH:6]=[C:7]([C:9]([F:12])([F:11])[F:10])[CH:8]=1.[OH-].[Li+].O1CCOCC1, predict the reaction product. (3) Given the reactants Cl[C:2]1[C:21]([C:22]2[NH:26][N:25]=[CH:24][CH:23]=2)=[CH:20][C:5]([C:6]([NH:8][C:9]2[CH:14]=[CH:13][C:12]([O:15][C:16]([Cl:19])([F:18])[F:17])=[CH:11][CH:10]=2)=[O:7])=[CH:4][N:3]=1.Cl.Cl.[CH3:29][O:30][C@@H:31]1[CH2:35][NH:34][CH2:33][C@H:32]1[NH2:36], predict the reaction product. The product is: [NH2:36][C@H:32]1[C@H:31]([O:30][CH3:29])[CH2:35][N:34]([C:2]2[C:21]([C:22]3[NH:26][N:25]=[CH:24][CH:23]=3)=[CH:20][C:5]([C:6]([NH:8][C:9]3[CH:14]=[CH:13][C:12]([O:15][C:16]([Cl:19])([F:18])[F:17])=[CH:11][CH:10]=3)=[O:7])=[CH:4][N:3]=2)[CH2:33]1. (4) Given the reactants [CH2:1]([C:8]1[C:13](=[O:14])[N:12]([C:15]2[CH:20]=[CH:19][CH:18]=[C:17](C(O)=O)[CH:16]=2)[C:11]2[N:24]=[CH:25][CH:26]=[CH:27][C:10]=2[N:9]=1)[C:2]1[CH:7]=[CH:6][CH:5]=[CH:4][CH:3]=1.C1(P([N:42]=[N+]=[N-])(C2C=CC=CC=2)=O)C=CC=CC=1.[NH2:45][N:46]1[CH2:51][CH2:50][O:49][CH2:48][CH2:47]1.[C:52](=[O:55])(O)[O-].[Na+], predict the reaction product. The product is: [CH2:1]([C:8]1[C:13](=[O:14])[N:12]([C:15]2[CH:20]=[CH:19][CH:18]=[C:17]([NH:42][C:52]([NH:45][N:46]3[CH2:51][CH2:50][O:49][CH2:48][CH2:47]3)=[O:55])[CH:16]=2)[C:11]2[N:24]=[CH:25][CH:26]=[CH:27][C:10]=2[N:9]=1)[C:2]1[CH:7]=[CH:6][CH:5]=[CH:4][CH:3]=1. (5) The product is: [Cl:1][C:2]1[N:7]=[C:6]([Cl:8])[C:5]([C:9]([NH:24][S:21]([C:19]2[CH:18]=[CH:17][CH:16]=[C:15]([N+:12]([O-:14])=[O:13])[N:20]=2)(=[O:22])=[O:23])=[O:11])=[CH:4][N:3]=1. Given the reactants [Cl:1][C:2]1[N:7]=[C:6]([Cl:8])[C:5]([C:9]([OH:11])=O)=[CH:4][N:3]=1.[N+:12]([C:15]1[N:20]=[C:19]([S:21]([NH2:24])(=[O:23])=[O:22])[CH:18]=[CH:17][CH:16]=1)([O-:14])=[O:13].CN(C)C, predict the reaction product. (6) Given the reactants [H-].[Na+].[CH3:3][C:4]1[CH:9]=[C:8]([CH3:10])[CH:7]=[C:6]([CH3:11])[C:5]=1[OH:12].Cl[C:14]1[CH:19]=[CH:18][N:17]=[C:16]([NH:20][C:21]2[CH:28]=[CH:27][C:24]([C:25]#[N:26])=[CH:23][CH:22]=2)[N:15]=1.O, predict the reaction product. The product is: [CH3:3][C:4]1[CH:9]=[C:8]([CH3:10])[CH:7]=[C:6]([CH3:11])[C:5]=1[O:12][C:18]1[CH:19]=[CH:14][N:15]=[C:16]([NH:20][C:21]2[CH:28]=[CH:27][C:24]([C:25]#[N:26])=[CH:23][CH:22]=2)[N:17]=1. (7) Given the reactants I[C:2]1[CH:7]=[CH:6][CH:5]=[CH:4][N:3]=1.[CH2:8]([N:12]1[C:20](=[O:21])[C:19]2[C:14](=[CH:15][CH:16]=[CH:17][CH:18]=2)[C:13]1=[O:22])[CH2:9][C:10]#[CH:11], predict the reaction product. The product is: [N:3]1[CH:4]=[CH:5][CH:6]=[CH:7][C:2]=1[C:11]#[C:10][CH2:9][CH2:8][N:12]1[C:20](=[O:21])[C:19]2[C:14](=[CH:15][CH:16]=[CH:17][CH:18]=2)[C:13]1=[O:22].[C:13]1(=[O:22])[C:14]2[C:19](=[CH:18][CH:17]=[CH:16][CH:15]=2)[C:20](=[O:21])[NH:12]1.